From a dataset of Forward reaction prediction with 1.9M reactions from USPTO patents (1976-2016). Predict the product of the given reaction. (1) Given the reactants Br[C:2]1[CH:25]=[CH:24][C:5]2[C:6]3[N:10]([CH2:11][CH2:12][O:13][C:4]=2[CH:3]=1)[CH:9]=[C:8]([C:14]1[N:18]([CH:19]([CH3:21])[CH3:20])[N:17]=[C:16]([CH2:22][OH:23])[N:15]=1)[N:7]=3, predict the reaction product. The product is: [N:7]1[C:8]([C:14]2[N:18]([CH:19]([CH3:20])[CH3:21])[N:17]=[C:16]([CH2:22][OH:23])[N:15]=2)=[CH:9][N:10]2[C:6]=1[C:5]1[CH:24]=[CH:25][CH:2]=[CH:3][C:4]=1[O:13][CH2:12][CH2:11]2. (2) Given the reactants FC(F)(F)S(O[CH2:7][CH2:8][N:9]([CH2:22][CH2:23]OS(C(F)(F)F)(=O)=O)[S:10]([C:13]1[CH:18]=[CH:17][CH:16]=[CH:15][C:14]=1[N+:19]([O-:21])=[O:20])(=[O:12])=[O:11])(=O)=O.Cl.[CH3:35][O:36][C:37]([C:39]1([NH2:42])[CH2:41][CH2:40]1)=[O:38].C(=O)([O-])[O-].[Na+].[Na+], predict the reaction product. The product is: [CH3:35][O:36][C:37]([C:39]1([N:42]2[CH2:7][CH2:8][N:9]([S:10]([C:13]3[CH:18]=[CH:17][CH:16]=[CH:15][C:14]=3[N+:19]([O-:21])=[O:20])(=[O:11])=[O:12])[CH2:22][CH2:23]2)[CH2:41][CH2:40]1)=[O:38]. (3) Given the reactants [OH:1][CH2:2][CH2:3][N:4]1[CH:8]=[C:7]([C:9]2[C:18]3[CH2:17][CH2:16][C@H:15]4[C@H:19]([CH3:26])[C:20](=[O:25])[CH:21]([C:23]#[N:24])[CH2:22][C@:14]4([C:27]4[CH:32]=[CH:31][CH:30]=[CH:29][CH:28]=4)[C:13]=3[N:12]=[C:11]([CH3:33])[N:10]=2)[CH:6]=[N:5]1.ClC1C(=O)C(C#N)=C(C#N)C(=O)C=1Cl, predict the reaction product. The product is: [OH:1][CH2:2][CH2:3][N:4]1[CH:8]=[C:7]([C:9]2[C:18]3[CH2:17][CH2:16][C@H:15]4[C@H:19]([CH3:26])[C:20](=[O:25])[C:21]([C:23]#[N:24])=[CH:22][C@:14]4([C:27]4[CH:28]=[CH:29][CH:30]=[CH:31][CH:32]=4)[C:13]=3[N:12]=[C:11]([CH3:33])[N:10]=2)[CH:6]=[N:5]1.